Regression. Given two drug SMILES strings and cell line genomic features, predict the synergy score measuring deviation from expected non-interaction effect. From a dataset of NCI-60 drug combinations with 297,098 pairs across 59 cell lines. Drug 1: C1CC(=O)NC(=O)C1N2CC3=C(C2=O)C=CC=C3N. Drug 2: CC(C1=C(C=CC(=C1Cl)F)Cl)OC2=C(N=CC(=C2)C3=CN(N=C3)C4CCNCC4)N. Cell line: RPMI-8226. Synergy scores: CSS=7.25, Synergy_ZIP=1.56, Synergy_Bliss=7.54, Synergy_Loewe=3.23, Synergy_HSA=3.34.